This data is from Full USPTO retrosynthesis dataset with 1.9M reactions from patents (1976-2016). The task is: Predict the reactants needed to synthesize the given product. (1) Given the product [CH2:1]([O:8][C:9]1[CH:10]=[C:11]([C:16]2[N:21]=[CH:20][C:19]([CH:22]=[C:38]3[S:34][C:35](=[O:40])[NH:36][C:37]3=[O:39])=[CH:18][CH:17]=2)[CH:12]=[CH:13][C:14]=1[OH:15])[C:2]1[CH:3]=[CH:4][CH:5]=[CH:6][CH:7]=1, predict the reactants needed to synthesize it. The reactants are: [CH2:1]([O:8][C:9]1[CH:10]=[C:11]([C:16]2[N:21]=[CH:20][C:19]([CH:22]=O)=[CH:18][CH:17]=2)[CH:12]=[CH:13][C:14]=1[OH:15])[C:2]1[CH:7]=[CH:6][CH:5]=[CH:4][CH:3]=1.N1CCCCC1.C(O)(=O)C.[S:34]1[CH2:38][C:37](=[O:39])[NH:36][C:35]1=[O:40]. (2) Given the product [ClH:19].[NH2:11][C@@H:5]([CH2:4][N:1]=[N+:2]=[N-:3])[C:6]([O:8][CH2:9][CH3:10])=[O:7], predict the reactants needed to synthesize it. The reactants are: [N:1]([CH2:4][C@H:5]([NH:11]C(OC(C)(C)C)=O)[C:6]([O:8][CH2:9][CH3:10])=[O:7])=[N+:2]=[N-:3].[ClH:19]. (3) Given the product [NH2:23][CH2:22][C:8]([C:5]1[CH:4]=[CH:3][C:2]([Br:1])=[CH:7][CH:6]=1)([C:10]1[CH:15]=[CH:14][CH:13]=[C:12]([O:16][CH3:17])[CH:11]=1)[OH:9], predict the reactants needed to synthesize it. The reactants are: [Br:1][C:2]1[CH:7]=[CH:6][C:5]([C:8]([C:10]2[CH:15]=[CH:14][CH:13]=[C:12]([O:16][CH3:17])[CH:11]=2)=[O:9])=[CH:4][CH:3]=1.[Si]([C:22]#[N:23])(C)(C)C.[H-].[Al+3].[Li+].[H-].[H-].[H-].[OH-].[Na+]. (4) Given the product [NH2:32][C:33]1[N:41]=[CH:40][N:39]=[C:38]2[C:34]=1[N:35]([C:49]1[CH:54]=[CH:53][C:52]([O:55][C:56]3[CH:61]=[CH:60][CH:59]=[CH:58][CH:57]=3)=[CH:51][CH:50]=1)[C:36](=[O:48])[N:37]2[CH2:42][C@@H:43]1[CH2:47][CH2:46][CH2:45][N:44]1[C:4](=[O:6])[CH2:3][C:1]#[N:2], predict the reactants needed to synthesize it. The reactants are: [C:1]([CH2:3][C:4]([OH:6])=O)#[N:2].CN(C(ON1N=NC2C=CC=NC1=2)=[N+](C)C)C.F[P-](F)(F)(F)(F)F.Cl.[NH2:32][C:33]1[N:41]=[CH:40][N:39]=[C:38]2[C:34]=1[N:35]([C:49]1[CH:54]=[CH:53][C:52]([O:55][C:56]3[CH:61]=[CH:60][CH:59]=[CH:58][CH:57]=3)=[CH:51][CH:50]=1)[C:36](=[O:48])[N:37]2[CH2:42][CH:43]1[CH2:47][CH2:46][CH2:45][NH:44]1.CCN(C(C)C)C(C)C. (5) Given the product [NH2:1][C:2]1[N:3]([C:19]([O:21][C:22]([CH3:25])([CH3:24])[CH3:23])=[O:20])[CH:4]=[C:5]([C:10]2[CH:11]=[CH:12][C:13]([NH2:16])=[CH:14][CH:15]=2)[C:6]=1[C:7](=[O:9])[NH2:8], predict the reactants needed to synthesize it. The reactants are: [NH2:1][C:2]1[N:3]([C:19]([O:21][C:22]([CH3:25])([CH3:24])[CH3:23])=[O:20])[CH:4]=[C:5]([C:10]2[CH:15]=[CH:14][C:13]([N+:16]([O-])=O)=[CH:12][CH:11]=2)[C:6]=1[C:7](=[O:9])[NH2:8].[H][H]. (6) Given the product [Cl:31][C:28]1[CH:29]=[CH:30][C:25]([C@@:15]2([C:23]#[N:24])[C@H:16]([CH2:18][C:19]([CH3:20])([CH3:21])[CH3:22])[CH2:17][N:13]([C:11]([NH:10][C:7]3[CH:8]=[CH:9][C:4]([C:3]([OH:41])=[O:2])=[CH:5][CH:6]=3)=[O:12])[C@@H:14]2[C:33]2[CH:38]=[CH:37][CH:36]=[C:35]([Cl:39])[C:34]=2[Cl:40])=[C:26]([F:32])[CH:27]=1, predict the reactants needed to synthesize it. The reactants are: C[O:2][C:3](=[O:41])[C:4]1[CH:9]=[CH:8][C:7]([NH:10][C:11]([N:13]2[CH2:17][C@@H:16]([CH2:18][C:19]([CH3:22])([CH3:21])[CH3:20])[C@@:15]([C:25]3[CH:30]=[CH:29][C:28]([Cl:31])=[CH:27][C:26]=3[F:32])([C:23]#[N:24])[C@H:14]2[C:33]2[CH:38]=[CH:37][CH:36]=[C:35]([Cl:39])[C:34]=2[Cl:40])=[O:12])=[CH:6][CH:5]=1.[Li+].[OH-].